This data is from Full USPTO retrosynthesis dataset with 1.9M reactions from patents (1976-2016). The task is: Predict the reactants needed to synthesize the given product. (1) Given the product [Cl:11][C:4]1[C:5]([OH:10])=[C:6]([CH:9]=[C:2]([Br:1])[CH:3]=1)[CH:7]=[O:8], predict the reactants needed to synthesize it. The reactants are: [Br:1][C:2]1[CH:9]=[C:6]([CH:7]=[O:8])[C:5]([OH:10])=[CH:4][CH:3]=1.[Cl:11]Cl. (2) Given the product [CH3:15][O:14][C:11]1[CH:10]=[CH:9][C:8]([CH2:7][O:6][CH2:5][C:4]([CH3:16])([CH3:17])[C:3](=[O:18])[CH2:20][C:19]#[N:21])=[CH:13][CH:12]=1, predict the reactants needed to synthesize it. The reactants are: CO[C:3](=[O:18])[C:4]([CH3:17])([CH3:16])[CH2:5][O:6][CH2:7][C:8]1[CH:13]=[CH:12][C:11]([O:14][CH3:15])=[CH:10][CH:9]=1.[C:19](#[N:21])[CH3:20].[H-].[Na+]. (3) Given the product [OH:44][C:14]1[C:9]([OH:8])=[C:10]([C@H:23]2[CH2:24][CH2:25][C@H:26]([NH:29][C:39](=[O:40])[C:38]([F:43])([F:42])[F:37])[CH2:27][CH2:28]2)[CH:11]=[CH:12][CH:13]=1, predict the reactants needed to synthesize it. The reactants are: [Si]([O:8][C:9]1[CH:14]=[C:13](O[Si](C(C)(C)C)(C)C)[CH:12]=[CH:11][C:10]=1[C@H:23]1[CH2:28][CH2:27][C@H:26]([NH2:29])[CH2:25][CH2:24]1)(C(C)(C)C)(C)C.C(N(CC)CC)C.[F:37][C:38]([F:43])([F:42])[C:39](O)=[O:40].[OH2:44]. (4) Given the product [Cl:16][C:17]1[CH:25]=[CH:24][C:20]([C:21]([NH:1][C:2]2[C:3](=[O:13])[C:4]3[C:9]([C:10](=[O:12])[CH:11]=2)=[CH:8][CH:7]=[CH:6][CH:5]=3)=[O:22])=[CH:19][CH:18]=1, predict the reactants needed to synthesize it. The reactants are: [NH2:1][C:2]1[C:3](=[O:13])[C:4]2[C:9]([C:10](=[O:12])[CH:11]=1)=[CH:8][CH:7]=[CH:6][CH:5]=2.[H-].[Na+].[Cl:16][C:17]1[CH:25]=[CH:24][C:20]([C:21](Cl)=[O:22])=[CH:19][CH:18]=1.